Dataset: Full USPTO retrosynthesis dataset with 1.9M reactions from patents (1976-2016). Task: Predict the reactants needed to synthesize the given product. Given the product [Cl:15][CH2:16][CH2:17][CH2:18][CH2:19][O:20][C:21]1[CH:30]=[C:29]2[C:24]([C:25]([NH:31][C:32]3[CH:36]=[C:35]([CH2:37][C:38]([NH:9][C:8]4[CH:10]=[CH:11][CH:12]=[C:13]([F:14])[C:7]=4[F:6])=[O:39])[NH:34][N:33]=3)=[N:26][CH:27]=[N:28]2)=[CH:23][CH:22]=1, predict the reactants needed to synthesize it. The reactants are: P(Cl)(Cl)(Cl)=O.[F:6][C:7]1[C:13]([F:14])=[CH:12][CH:11]=[CH:10][C:8]=1[NH2:9].[Cl:15][CH2:16][CH2:17][CH2:18][CH2:19][O:20][C:21]1[CH:30]=[C:29]2[C:24]([C:25]([NH:31][C:32]3[CH:36]=[C:35]([CH2:37][C:38](O)=[O:39])[NH:34][N:33]=3)=[N:26][CH:27]=[N:28]2)=[CH:23][CH:22]=1.N1C=CC=CC=1.